From a dataset of Forward reaction prediction with 1.9M reactions from USPTO patents (1976-2016). Predict the product of the given reaction. (1) Given the reactants [OH:1][C@H:2]([CH3:21])[C:3]([C:5]1[CH:10]=[CH:9][C:8]([O:11][CH2:12][C:13]2[CH:18]=[CH:17][C:16]([O:19][CH3:20])=[CH:15][CH:14]=2)=[CH:7][CH:6]=1)=[O:4].[CH3:22][S:23](Cl)(=[O:25])=[O:24].C(N(CC)CC)C.C(=O)([O-])O.[Na+], predict the reaction product. The product is: [CH3:22][S:23]([O:1][C@H:2]([CH3:21])[C:3]([C:5]1[CH:6]=[CH:7][C:8]([O:11][CH2:12][C:13]2[CH:14]=[CH:15][C:16]([O:19][CH3:20])=[CH:17][CH:18]=2)=[CH:9][CH:10]=1)=[O:4])(=[O:25])=[O:24]. (2) Given the reactants [CH3:1][O:2][C:3]1[CH:4]=[CH:5][C:6]([NH:9][C:10]([NH:12]C(=O)OCC)=S)=[N:7][CH:8]=1.[Cl-].O[NH3+].C([N:24](CC)C(C)C)(C)C.C(O)C, predict the reaction product. The product is: [CH3:1][O:2][C:3]1[CH:4]=[CH:5][C:6]2[N:7]([N:24]=[C:10]([NH2:12])[N:9]=2)[CH:8]=1.